This data is from Reaction yield outcomes from USPTO patents with 853,638 reactions. The task is: Predict the reaction yield, written as a fraction of the theoretical maximum amount of product (1.0 means a 100% yield; for example, 0.34 means a 34% yield). (1) The reactants are [C:1]([C:4]1[CH:27]=[CH:26][C:7]([O:8][CH2:9][C:10]2[CH:15]=[CH:14][C:13]([CH:16](O)[C:17]3[CH:18]=[C:19]([CH:22]=[CH:23][CH:24]=3)[C:20]#[N:21])=[CH:12][CH:11]=2)=[C:6]([CH3:28])[C:5]=1[OH:29])(=[O:3])[CH3:2].ClCCl.C(N(S(F)(F)[F:39])CC)C. The catalyst is O. The product is [C:1]([C:4]1[CH:27]=[CH:26][C:7]([O:8][CH2:9][C:10]2[CH:15]=[CH:14][C:13]([CH:16]([F:39])[C:17]3[CH:18]=[C:19]([CH:22]=[CH:23][CH:24]=3)[C:20]#[N:21])=[CH:12][CH:11]=2)=[C:6]([CH3:28])[C:5]=1[OH:29])(=[O:3])[CH3:2]. The yield is 0.800. (2) The reactants are Br[C:2]1[CH:3]=[N:4][C:5]([C:8]2[CH:13]=[CH:12][C:11]([CH2:14][C@H:15]([NH:25][C:26]([C:28]3[S:29][C:30]([C:33]([CH3:36])([CH3:35])[CH3:34])=[CH:31][CH:32]=3)=[O:27])[C:16]([N:18]3[CH2:21][CH:20]([C:22]([OH:24])=[O:23])[CH2:19]3)=[O:17])=[CH:10][CH:9]=2)=[N:6][CH:7]=1.[CH2:37]([C:41]1[CH:46]=[CH:45][C:44]([CH:47]2[CH2:52][CH2:51][NH:50][CH2:49][CH2:48]2)=[CH:43][CH:42]=1)[CH2:38][CH2:39][CH3:40].CC(C)([O-])C.[Na+].C1C=CC(P(C2C(C3C(P(C4C=CC=CC=4)C4C=CC=CC=4)=CC=C4C=3C=CC=C4)=C3C(C=CC=C3)=CC=2)C2C=CC=CC=2)=CC=1. The catalyst is C1(C)C=CC=CC=1.C1C=CC(/C=C/C(/C=C/C2C=CC=CC=2)=O)=CC=1.C1C=CC(/C=C/C(/C=C/C2C=CC=CC=2)=O)=CC=1.C1C=CC(/C=C/C(/C=C/C2C=CC=CC=2)=O)=CC=1.[Pd].[Pd]. The product is [C:33]([C:30]1[S:29][C:28]([C:26]([NH:25][C@@H:15]([CH2:14][C:11]2[CH:12]=[CH:13][C:8]([C:5]3[N:4]=[CH:3][C:2]([N:50]4[CH2:51][CH2:52][CH:47]([C:44]5[CH:43]=[CH:42][C:41]([CH2:37][CH2:38][CH2:39][CH3:40])=[CH:46][CH:45]=5)[CH2:48][CH2:49]4)=[CH:7][N:6]=3)=[CH:9][CH:10]=2)[C:16]([N:18]2[CH2:21][CH:20]([C:22]([OH:24])=[O:23])[CH2:19]2)=[O:17])=[O:27])=[CH:32][CH:31]=1)([CH3:36])([CH3:35])[CH3:34]. The yield is 0.290. (3) The reactants are [CH2:1]([O:8][CH2:9][CH:10]([NH2:24])[CH:11]1[CH2:16][CH2:15][N:14]([C:17]([O:19][C:20]([CH3:23])([CH3:22])[CH3:21])=[O:18])[CH2:13][CH2:12]1)[C:2]1[CH:7]=[CH:6][CH:5]=[CH:4][CH:3]=1.[CH3:25][C:26]1[C:35]2[C:30](=[CH:31][CH:32]=[CH:33][CH:34]=2)[C:29]([S:36](Cl)(=[O:38])=[O:37])=[CH:28][CH:27]=1. No catalyst specified. The product is [CH2:1]([O:8][CH2:9][CH:10]([NH:24][S:36]([C:29]1[C:30]2[C:35](=[CH:34][CH:33]=[CH:32][CH:31]=2)[C:26]([CH3:25])=[CH:27][CH:28]=1)(=[O:38])=[O:37])[CH:11]1[CH2:12][CH2:13][N:14]([C:17]([O:19][C:20]([CH3:21])([CH3:23])[CH3:22])=[O:18])[CH2:15][CH2:16]1)[C:2]1[CH:7]=[CH:6][CH:5]=[CH:4][CH:3]=1. The yield is 0.840. (4) The reactants are [Br:1][C:2]1[C:3](F)=[C:4]2[C:10]([NH:11][C:12](=[O:19])[C:13]3[CH:18]=[CH:17][CH:16]=[N:15][CH:14]=3)=[CH:9][NH:8][C:5]2=[N:6][CH:7]=1.Cl.[N:22]1([C:30]([O:32][C:33]([CH3:36])([CH3:35])[CH3:34])=[O:31])[CH2:26][CH2:25][CH:24]2[CH2:27][NH:28][CH2:29][CH:23]12.CCN(C(C)C)C(C)C. The catalyst is CCCCO. The product is [Br:1][C:2]1[C:3]([N:28]2[CH2:27][CH:24]3[CH:23]([N:22]([C:30]([O:32][C:33]([CH3:36])([CH3:35])[CH3:34])=[O:31])[CH2:26][CH2:25]3)[CH2:29]2)=[C:4]2[C:10]([NH:11][C:12](=[O:19])[C:13]3[CH:18]=[CH:17][CH:16]=[N:15][CH:14]=3)=[CH:9][NH:8][C:5]2=[N:6][CH:7]=1. The yield is 0.180.